From a dataset of Reaction yield outcomes from USPTO patents with 853,638 reactions. Predict the reaction yield, written as a fraction of the theoretical maximum amount of product (1.0 means a 100% yield; for example, 0.34 means a 34% yield). The reactants are [N:1]1([C:6]2[CH:11]=[CH:10][C:9]([OH:12])=[CH:8][CH:7]=2)[CH:5]=[N:4][N:3]=[N:2]1.C1N2CN3CN(C2)CN1C3.FC(F)(F)[C:25](O)=[O:26]. No catalyst specified. The product is [OH:12][C:9]1[CH:8]=[CH:7][C:6]([N:1]2[CH:5]=[N:4][N:3]=[N:2]2)=[CH:11][C:10]=1[CH:25]=[O:26]. The yield is 0.300.